This data is from Reaction yield outcomes from USPTO patents with 853,638 reactions. The task is: Predict the reaction yield, written as a fraction of the theoretical maximum amount of product (1.0 means a 100% yield; for example, 0.34 means a 34% yield). (1) The reactants are [NH2:1][C:2]1[CH:7]=[CH:6][C:5]([CH:8]2[CH2:13][CH2:12][N:11]([C:14]([O:16][C:17]([CH3:20])([CH3:19])[CH3:18])=[O:15])[CH2:10][CH2:9]2)=[CH:4][CH:3]=1.[Cl:21][C:22]1[CH:27]=[CH:26][CH:25]=[CH:24][C:23]=1[N:28]1[C:32]([O:33][C:34]2[CH:39]=[CH:38][CH:37]=[CH:36][C:35]=2[N:40]=[C:41]=[O:42])=[CH:31][C:30]([CH3:43])=[N:29]1.C(N(CC)CC)C. The catalyst is C1COCC1. The product is [Cl:21][C:22]1[CH:27]=[CH:26][CH:25]=[CH:24][C:23]=1[N:28]1[C:32]([O:33][C:34]2[CH:39]=[CH:38][CH:37]=[CH:36][C:35]=2[NH:40][C:41](=[O:42])[NH:1][C:2]2[CH:7]=[CH:6][C:5]([CH:8]3[CH2:9][CH2:10][N:11]([C:14]([O:16][C:17]([CH3:20])([CH3:19])[CH3:18])=[O:15])[CH2:12][CH2:13]3)=[CH:4][CH:3]=2)=[CH:31][C:30]([CH3:43])=[N:29]1. The yield is 0.780. (2) The reactants are [Br:1][C:2]1[N:3]=[CH:4][NH:5][CH:6]=1.[H-].[Na+].[C:9]([O:13][C:14]([N:16]1C(C2C=CC(C#N)=CC=2)O1)=[O:15])([CH3:12])([CH3:11])[CH3:10]. The product is [C:9]([O:13][C:14](=[O:15])[NH:16][N:5]1[CH:6]=[C:2]([Br:1])[N:3]=[CH:4]1)([CH3:12])([CH3:11])[CH3:10]. The yield is 0.570. The catalyst is CN(C)C=O.